This data is from Full USPTO retrosynthesis dataset with 1.9M reactions from patents (1976-2016). The task is: Predict the reactants needed to synthesize the given product. Given the product [CH:17]([NH:16][C:14]1[O:15][C:11]([C:8]2[CH:9]=[C:10]3[C:5](=[CH:6][CH:7]=2)[N:4]([S:20]([C:23]2[CH:24]=[CH:25][C:26]([CH3:27])=[CH:28][CH:29]=2)(=[O:22])=[O:21])[CH:3]=[C:2]3[B:30]2[O:34][C:33]([CH3:36])([CH3:35])[C:32]([CH3:38])([CH3:37])[O:31]2)=[N:12][N:13]=1)([CH3:18])[CH3:19], predict the reactants needed to synthesize it. The reactants are: I[C:2]1[C:10]2[C:5](=[CH:6][CH:7]=[C:8]([C:11]3[O:15][C:14]([NH:16][CH:17]([CH3:19])[CH3:18])=[N:13][N:12]=3)[CH:9]=2)[N:4]([S:20]([C:23]2[CH:29]=[CH:28][C:26]([CH3:27])=[CH:25][CH:24]=2)(=[O:22])=[O:21])[CH:3]=1.[B:30]1([B:30]2[O:34][C:33]([CH3:36])([CH3:35])[C:32]([CH3:38])([CH3:37])[O:31]2)[O:34][C:33]([CH3:36])([CH3:35])[C:32]([CH3:38])([CH3:37])[O:31]1.C([O-])(=O)C.[K+].C(Cl)Cl.